This data is from Catalyst prediction with 721,799 reactions and 888 catalyst types from USPTO. The task is: Predict which catalyst facilitates the given reaction. (1) Reactant: [Cl:1][C:2]1[CH:7]=[CH:6][C:5]([F:8])=[CH:4][C:3]=1[N:9]1[C:13]([S:14]([C:17]2[CH:18]=[N:19][CH:20]=[CH:21][CH:22]=2)(=[O:16])=[O:15])=[CH:12][C:11]([CH2:23][N:24](C)[C:25](=O)OC(C)(C)C)=[N:10]1.[C:33]([O:36]CC)(=[O:35])[CH3:34].[C:39]([O:42]CC)(=[O:41])[CH3:40].Cl. Product: [C:39]([OH:42])(=[O:41])/[CH:40]=[CH:34]/[C:33]([OH:36])=[O:35].[Cl:1][C:2]1[CH:7]=[CH:6][C:5]([F:8])=[CH:4][C:3]=1[N:9]1[C:13]([S:14]([C:17]2[CH:18]=[N:19][CH:20]=[CH:21][CH:22]=2)(=[O:15])=[O:16])=[CH:12][C:11]([CH2:23][NH:24][CH3:25])=[N:10]1. The catalyst class is: 8. (2) Reactant: [N:1]1[C:10]2[C:5](=[CH:6][CH:7]=[CH:8][C:9]=2[C:11]([OH:13])=O)[CH:4]=[CH:3][CH:2]=1.[CH2:14]([O:16][C:17]([C:19]1([NH2:28])[CH2:27][C:26]2[C:21](=[CH:22][CH:23]=[CH:24][CH:25]=2)[CH2:20]1)=[O:18])[CH3:15].CN(C(ON1N=NC2C=CC=NC1=2)=[N+](C)C)C.F[P-](F)(F)(F)(F)F.CCN(C(C)C)C(C)C. Product: [CH2:14]([O:16][C:17]([C:19]1([NH:28][C:11]([C:9]2[CH:8]=[CH:7][CH:6]=[C:5]3[C:10]=2[N:1]=[CH:2][CH:3]=[CH:4]3)=[O:13])[CH2:27][C:26]2[C:21](=[CH:22][CH:23]=[CH:24][CH:25]=2)[CH2:20]1)=[O:18])[CH3:15]. The catalyst class is: 3. (3) Reactant: [CH3:1][O:2][C:3]1[CH:11]=[CH:10][C:9]2[N:8]3[CH2:12][CH2:13][NH:14][C:15](=[O:16])[C:7]3=[CH:6][C:5]=2[CH:4]=1.[H-].[Na+].[CH3:19]I. Product: [CH3:1][O:2][C:3]1[CH:11]=[CH:10][C:9]2[N:8]3[CH2:12][CH2:13][N:14]([CH3:19])[C:15](=[O:16])[C:7]3=[CH:6][C:5]=2[CH:4]=1. The catalyst class is: 3. (4) Reactant: [C:1]([O:5][C:6](=[O:32])[NH:7][C@@H:8]([C:12]1[CH:17]=[CH:16][C:15]([Cl:18])=[C:14]([C:19](=[O:30])[C:20]2[CH:25]=[CH:24][C:23]([N+:26]([O-])=O)=[C:22]([CH3:29])[CH:21]=2)[C:13]=1[F:31])[CH:9]1[CH2:11][CH2:10]1)([CH3:4])([CH3:3])[CH3:2]. Product: [C:1]([O:5][C:6](=[O:32])[NH:7][C@@H:8]([C:12]1[CH:17]=[CH:16][C:15]([Cl:18])=[C:14]([C:19](=[O:30])[C:20]2[CH:25]=[CH:24][C:23]([NH2:26])=[C:22]([CH3:29])[CH:21]=2)[C:13]=1[F:31])[CH:9]1[CH2:11][CH2:10]1)([CH3:4])([CH3:2])[CH3:3]. The catalyst class is: 183. (5) Reactant: [Cl:1][C:2]1[C:7]([F:8])=[CH:6][C:5]([NH2:9])=[C:4](I)[CH:3]=1.[Cu][C:12]#[N:13]. Product: [NH2:9][C:5]1[CH:6]=[C:7]([F:8])[C:2]([Cl:1])=[CH:3][C:4]=1[C:12]#[N:13]. The catalyst class is: 44. (6) Reactant: Cl[C:2]1[C:11]2[C:6](=[C:7]([C:12]3[N:16]=[C:15]([C:17]4[CH:22]=[CH:21][C:20]([O:23][CH:24]([CH3:26])[CH3:25])=[C:19]([Cl:27])[CH:18]=4)[O:14][N:13]=3)[CH:8]=[CH:9][CH:10]=2)[CH:5]=[CH:4][N:3]=1.[N:28]1([C:34]([O:36][C:37]([CH3:40])([CH3:39])[CH3:38])=[O:35])[CH2:33][CH2:32][NH:31][CH2:30][CH2:29]1. Product: [Cl:27][C:19]1[CH:18]=[C:17]([C:15]2[O:14][N:13]=[C:12]([C:7]3[CH:8]=[CH:9][CH:10]=[C:11]4[C:6]=3[CH:5]=[CH:4][N:3]=[C:2]4[N:31]3[CH2:30][CH2:29][N:28]([C:34]([O:36][C:37]([CH3:40])([CH3:39])[CH3:38])=[O:35])[CH2:33][CH2:32]3)[N:16]=2)[CH:22]=[CH:21][C:20]=1[O:23][CH:24]([CH3:26])[CH3:25]. The catalyst class is: 51. (7) Reactant: C([O:8][N:9]1[C:15](=[O:16])[N:14]2[CH2:17][C@H:10]1[CH2:11][CH2:12][C@H:13]2[C:18]([NH:20][O:21][C@H:22]1[CH2:27][CH2:26][CH2:25][N:24]([C:28]([O:30][C:31]([CH3:34])([CH3:33])[CH3:32])=[O:29])[CH2:23]1)=[O:19])C1C=CC=CC=1.[H][H]. Product: [OH:8][N:9]1[C:15](=[O:16])[N:14]2[CH2:17][C@H:10]1[CH2:11][CH2:12][C@H:13]2[C:18]([NH:20][O:21][C@H:22]1[CH2:27][CH2:26][CH2:25][N:24]([C:28]([O:30][C:31]([CH3:34])([CH3:33])[CH3:32])=[O:29])[CH2:23]1)=[O:19]. The catalyst class is: 19. (8) Reactant: [S:1]1[CH:5]=[CH:4][CH:3]=[C:2]1[CH2:6][NH2:7].C([N:11]1[C:15]2=[CH:16][C:17]3[N:18]=[C:19]([CH2:25][CH:26]([CH3:28])[CH3:27])[O:20][C:21](=O)[C:22]=3[CH:23]=[C:14]2[CH:13]=[CH:12]1)(=O)C.[OH-].[Na+]. Product: [CH2:25]([C:19]1[N:7]([CH2:6][C:2]2[S:1][CH:5]=[CH:4][CH:3]=2)[C:21](=[O:20])[C:22]2[C:17](=[CH:16][C:15]3[NH:11][CH:12]=[CH:13][C:14]=3[CH:23]=2)[N:18]=1)[CH:26]([CH3:28])[CH3:27]. The catalyst class is: 11. (9) Reactant: [Br:1][C:2]1[CH:7]=[CH:6][C:5]([C:8]2[O:12][N:11]=[C:10]([CH3:13])[C:9]=2[CH:14]([NH:21][S:22]([CH3:25])(=[O:24])=[O:23])[C:15]#[C:16][Si](C)(C)C)=[CH:4][CH:3]=1.[F-].C([N+](CCCC)(CCCC)CCCC)CCC. Product: [Br:1][C:2]1[CH:3]=[CH:4][C:5]([C:8]2[O:12][N:11]=[C:10]([CH3:13])[C:9]=2[CH:14]([NH:21][S:22]([CH3:25])(=[O:24])=[O:23])[C:15]#[CH:16])=[CH:6][CH:7]=1. The catalyst class is: 1.